Dataset: Catalyst prediction with 721,799 reactions and 888 catalyst types from USPTO. Task: Predict which catalyst facilitates the given reaction. (1) Reactant: [CH2:1]([O:8][CH2:9][CH:10]([CH3:13])[CH2:11][OH:12])[C:2]1[CH:7]=[CH:6][CH:5]=[CH:4][CH:3]=1.CC(OI1(OC(C)=O)(OC(C)=O)OC(=O)C2C=CC=CC1=2)=O. Product: [CH2:1]([O:8][CH2:9][CH:10]([CH3:13])[CH:11]=[O:12])[C:2]1[CH:7]=[CH:6][CH:5]=[CH:4][CH:3]=1. The catalyst class is: 91. (2) Product: [CH3:1][C:2]1[CH:3]=[C:4]([S:13]([NH:17][C:18]2[CH:22]=[CH:21][S:20][C:19]=2[C:23]([O:25][CH3:26])=[O:24])(=[O:15])=[O:14])[CH:5]=[CH:6][C:7]=1[N:8]1[CH2:12][CH2:11][CH2:10][CH2:9]1. The catalyst class is: 4. Reactant: [CH3:1][C:2]1[CH:3]=[C:4]([S:13](Cl)(=[O:15])=[O:14])[CH:5]=[CH:6][C:7]=1[N:8]1[CH2:12][CH2:11][CH2:10][CH2:9]1.[NH2:17][C:18]1[CH:22]=[CH:21][S:20][C:19]=1[C:23]([O:25][CH3:26])=[O:24].N1C=CC=CC=1.